From a dataset of Forward reaction prediction with 1.9M reactions from USPTO patents (1976-2016). Predict the product of the given reaction. (1) Given the reactants CC(C)(OC([N:7](C(OC(C)(C)C)=O)[C:8]1[C:13]([C:14]2[CH:15]=[N:16][N:17]([CH3:19])[CH:18]=2)=[C:12]([O:20][C:21]2[C:26]([F:27])=[CH:25][C:24]([NH:28][C:29]([C:31]3[C:36](=[O:37])[C:35]([C:38]4[CH:43]=[CH:42][C:41]([F:44])=[CH:40][CH:39]=4)=[CH:34][N:33]([CH3:45])[CH:32]=3)=[O:30])=[C:23]([F:46])[CH:22]=2)[CH:11]=[CH:10][N:9]=1)=O)C.C(O)(C(F)(F)F)=O, predict the reaction product. The product is: [NH2:7][C:8]1[C:13]([C:14]2[CH:15]=[N:16][N:17]([CH3:19])[CH:18]=2)=[C:12]([O:20][C:21]2[C:26]([F:27])=[CH:25][C:24]([NH:28][C:29]([C:31]3[C:36](=[O:37])[C:35]([C:38]4[CH:39]=[CH:40][C:41]([F:44])=[CH:42][CH:43]=4)=[CH:34][N:33]([CH3:45])[CH:32]=3)=[O:30])=[C:23]([F:46])[CH:22]=2)[CH:11]=[CH:10][N:9]=1. (2) Given the reactants [NH2:1][C@@H:2]1[CH2:9][C@H:5]2[O:6][CH2:7][CH2:8][C@@:4]2([C:10]([N:12]2[CH2:21][CH2:20][C:19]3[N:18]=[CH:17][C:16]([C:22]([F:25])([F:24])[F:23])=[CH:15][C:14]=3[CH2:13]2)=[O:11])[CH2:3]1.[O:26]1[CH2:31][CH2:30][C:29](=O)[CH2:28][CH2:27]1, predict the reaction product. The product is: [O:26]1[CH2:31][CH2:30][CH:29]([NH:1][C@@H:2]2[CH2:9][C@H:5]3[O:6][CH2:7][CH2:8][C@@:4]3([C:10]([N:12]3[CH2:21][CH2:20][C:19]4[N:18]=[CH:17][C:16]([C:22]([F:25])([F:24])[F:23])=[CH:15][C:14]=4[CH2:13]3)=[O:11])[CH2:3]2)[CH2:28][CH2:27]1. (3) Given the reactants C([N:8]1[CH2:13][CH2:12][CH:11]([OH:14])[CH:10]([CH2:15][CH2:16][CH2:17][CH3:18])[CH2:9]1)C1C=CC=CC=1, predict the reaction product. The product is: [CH2:15]([CH:10]1[CH:11]([OH:14])[CH2:12][CH2:13][NH:8][CH2:9]1)[CH2:16][CH2:17][CH3:18]. (4) Given the reactants Cl[C:2]1[N:11]=[C:10]([NH:12][CH:13]([C:22]2[CH:27]=[CH:26][CH:25]=[CH:24][CH:23]=2)[CH2:14][CH2:15][C:16]2[CH:21]=[CH:20][CH:19]=[CH:18][CH:17]=2)[C:9]2[C:4](=[CH:5][CH:6]=[CH:7][CH:8]=2)[N:3]=1.[CH3:28][S:29]([NH:32][C:33]1[CH:38]=[CH:37][C:36](B(O)O)=[CH:35][CH:34]=1)(=[O:31])=[O:30].C1(C(C2C=CC=CN=2)CNC2C3C(=CC=CC=3)N=C(C3C=CC(NS(C)(=O)=O)=CC=3)N=2)C=CC=CC=1, predict the reaction product. The product is: [C:22]1([CH:13]([NH:12][C:10]2[C:9]3[C:4](=[CH:5][CH:6]=[CH:7][CH:8]=3)[N:3]=[C:2]([C:36]3[CH:35]=[CH:34][C:33]([NH:32][S:29]([CH3:28])(=[O:30])=[O:31])=[CH:38][CH:37]=3)[N:11]=2)[CH2:14][CH2:15][C:16]2[CH:21]=[CH:20][CH:19]=[CH:18][CH:17]=2)[CH:27]=[CH:26][CH:25]=[CH:24][CH:23]=1. (5) Given the reactants Cl.[CH2:2]([N:4]=[C:5]=[O:6])[CH3:3].[O:7]=[C:8]1[N:13]([C:14]2[CH:19]=[CH:18][CH:17]=[CH:16][CH:15]=2)[C:12]2[S:20][C:21]([NH:29]C(N)=O)=[C:22]([C:23]3[CH:28]=[CH:27][CH:26]=[CH:25][CH:24]=3)[C:11]=2[CH:10]=[CH:9]1, predict the reaction product. The product is: [CH2:2]([NH:4][C:5]([NH:29][C:21]1[S:20][C:12]2[N:13]([C:14]3[CH:19]=[CH:18][CH:17]=[CH:16][CH:15]=3)[C:8](=[O:7])[CH:9]=[CH:10][C:11]=2[C:22]=1[C:23]1[CH:28]=[CH:27][CH:26]=[CH:25][CH:24]=1)=[O:6])[CH3:3]. (6) Given the reactants [F:1][C:2]([F:18])([F:17])[C:3]1[CH:4]=[CH:5][C:6]([O:9][C:10]2[CH:15]=[CH:14][C:13]([OH:16])=[CH:12][CH:11]=2)=[N:7][CH:8]=1.[I-].C[N+]1C=CN([C:26]([N:28]2[CH2:33][CH2:32][CH2:31][CH:30]([CH3:34])[CH2:29]2)=[O:27])C=1, predict the reaction product. The product is: [F:18][C:2]([F:1])([F:17])[C:3]1[CH:4]=[CH:5][C:6]([O:9][C:10]2[CH:11]=[CH:12][C:13]([O:16][C:26]([N:28]3[CH2:33][CH2:32][CH2:31][CH:30]([CH3:34])[CH2:29]3)=[O:27])=[CH:14][CH:15]=2)=[N:7][CH:8]=1. (7) Given the reactants [CH:1]1([C:4]2[N:5]=[CH:6][C:7]([C:15]([OH:17])=O)=[N:8][C:9]=2[O:10][CH2:11][CH:12]2[CH2:14][CH2:13]2)[CH2:3][CH2:2]1.Cl.[NH2:19][CH:20]([CH:26]([CH3:28])[CH3:27])[C:21]([N:23]([CH3:25])[CH3:24])=[O:22], predict the reaction product. The product is: [CH3:24][N:23]([CH3:25])[C:21]([CH:20]([NH:19][C:15]([C:7]1[CH:6]=[N:5][C:4]([CH:1]2[CH2:2][CH2:3]2)=[C:9]([O:10][CH2:11][CH:12]2[CH2:13][CH2:14]2)[N:8]=1)=[O:17])[CH:26]([CH3:28])[CH3:27])=[O:22]. (8) Given the reactants [N+:1]([C:4]1[CH:5]=[C:6]([C:10]2[S:14][C:13]([NH2:15])=[N:12][N:11]=2)[CH:7]=[CH:8][CH:9]=1)([O-:3])=[O:2].[Cl:16][C:17](=O)[CH2:18][C:19](OC)=[O:20].O=P(Cl)(Cl)Cl.CCN(C(C)C)C(C)C, predict the reaction product. The product is: [Cl:16][C:17]1[N:15]=[C:13]2[S:14][C:10]([C:6]3[CH:7]=[CH:8][CH:9]=[C:4]([N+:1]([O-:3])=[O:2])[CH:5]=3)=[N:11][N:12]2[C:19](=[O:20])[CH:18]=1. (9) Given the reactants CS[C:3]1[N:11]([CH2:12][CH2:13][CH2:14][CH2:15][CH3:16])[C:10]2[N:9]=[CH:8][NH:7][C:6]=2[C:5](=[O:17])[N:4]=1.[OH-].[NH3:19], predict the reaction product. The product is: [NH2:19][C:3]1[N:11]([CH2:12][CH2:13][CH2:14][CH2:15][CH3:16])[C:10]2[N:9]=[CH:8][NH:7][C:6]=2[C:5](=[O:17])[N:4]=1.